This data is from Catalyst prediction with 721,799 reactions and 888 catalyst types from USPTO. The task is: Predict which catalyst facilitates the given reaction. (1) Reactant: C(O)(=O)C.[O:5]1[CH:9]=[CH:8][CH:7]=[C:6]1/[CH:10]=[C:11]1\[CH2:12][NH:13][CH2:14][CH2:15][CH:16]\1[OH:17].Br[CH:19]([C:25]1[CH:30]=[CH:29][CH:28]=[CH:27][C:26]=1[F:31])[C:20]([CH:22]1[CH2:24][CH2:23]1)=[O:21].C(N(CC)CC)C.O. Product: [CH:22]1([C:20](=[O:21])[CH:19]([N:13]2[CH2:14][CH2:15][CH:16]([OH:17])/[C:11](=[CH:10]/[C:6]3[O:5][CH:9]=[CH:8][CH:7]=3)/[CH2:12]2)[C:25]2[CH:30]=[CH:29][CH:28]=[CH:27][C:26]=2[F:31])[CH2:24][CH2:23]1. The catalyst class is: 9. (2) Reactant: [C:1](=[O:16])([O:14][CH3:15])[O:2][C:3]1[CH:8]=[CH:7][C:6]([F:9])=[CH:5][C:4]=1[C:10]([CH3:13])([CH3:12])[CH3:11].[N+:17]([O-:20])([OH:19])=[O:18]. Product: [C:1](=[O:16])([O:14][CH3:15])[O:2][C:3]1[CH:8]=[C:7]([N+:17]([O-:19])=[O:18])[C:6]([F:9])=[CH:5][C:4]=1[C:10]([CH3:11])([CH3:12])[CH3:13].[C:1](=[O:16])([O:14][CH3:15])[O:2][C:3]1[C:8]([N+:17]([O-:20])=[O:18])=[CH:7][C:6]([F:9])=[CH:5][C:4]=1[C:10]([CH3:11])([CH3:12])[CH3:13]. The catalyst class is: 82. (3) Reactant: [N:1]1[CH:6]=[CH:5][CH:4]=[CH:3][C:2]=1[C:7]1[C:8]([C:15]2[C:24]3[C:19](=[CH:20][C:21]([O:25][CH2:26][C:27]([OH:29])=O)=[CH:22][CH:23]=3)[N:18]=[CH:17][CH:16]=2)=[C:9]2[CH2:14][CH2:13][CH2:12][N:10]2[N:11]=1.C(Cl)(=O)C([Cl:33])=O. Product: [N:1]1[CH:6]=[CH:5][CH:4]=[CH:3][C:2]=1[C:7]1[C:8]([C:15]2[C:24]3[C:19](=[CH:20][C:21]([O:25][CH2:26][C:27]([Cl:33])=[O:29])=[CH:22][CH:23]=3)[N:18]=[CH:17][CH:16]=2)=[C:9]2[CH2:14][CH2:13][CH2:12][N:10]2[N:11]=1. The catalyst class is: 120. (4) Reactant: O=P(Cl)(Cl)[Cl:3].[C:6]([C:10]1[N:15]=[C:14](O)[C:13]([C:17]([O:19][CH2:20][CH3:21])=[O:18])=[CH:12][N:11]=1)([CH3:9])([CH3:8])[CH3:7]. Product: [C:6]([C:10]1[N:15]=[C:14]([Cl:3])[C:13]([C:17]([O:19][CH2:20][CH3:21])=[O:18])=[CH:12][N:11]=1)([CH3:9])([CH3:8])[CH3:7]. The catalyst class is: 66.